From a dataset of Forward reaction prediction with 1.9M reactions from USPTO patents (1976-2016). Predict the product of the given reaction. (1) Given the reactants I[C:2]1[C:10]2[C:5](=[N:6][CH:7]=[N:8][C:9]=2[NH2:11])[N:4]([CH:12]([C:14]2[CH:15]=[C:16]3[N:21]([C:22]=2[C:23]2[CH:28]=[CH:27][C:26]([CH2:29][N:30]([CH2:41][CH2:42][O:43][Si](C)(C)C(C)(C)C)[CH2:31][CH2:32][O:33][Si](C)(C)C(C)(C)C)=[CH:25][N:24]=2)[CH:20]=[CH:19][CH:18]=[CH:17]3)[CH3:13])[N:3]=1.[F:51][C:52]1[CH:53]=[C:54](B(O)O)[CH:55]=[C:56]([OH:58])[CH:57]=1.CCO.C([O-])([O-])=O.[Na+].[Na+], predict the reaction product. The product is: [NH2:11][C:9]1[N:8]=[CH:7][N:6]=[C:5]2[N:4]([CH:12]([C:14]3[CH:15]=[C:16]4[N:21]([C:22]=3[C:23]3[CH:28]=[CH:27][C:26]([CH2:29][N:30]([CH2:41][CH2:42][OH:43])[CH2:31][CH2:32][OH:33])=[CH:25][N:24]=3)[CH:20]=[CH:19][CH:18]=[CH:17]4)[CH3:13])[N:3]=[C:2]([C:54]3[CH:55]=[C:56]([OH:58])[CH:57]=[C:52]([F:51])[CH:53]=3)[C:10]=12. (2) Given the reactants [C:1]1([C:7]2[N:11]3[CH2:12][CH2:13][CH2:14][N:15]([C:17]([O:19][C:20]([CH3:23])([CH3:22])[CH3:21])=[O:18])[CH2:16][C:10]3=[C:9]([C:24]([O:26]CC)=[O:25])[N:8]=2)[CH:6]=[CH:5][CH:4]=[CH:3][CH:2]=1.O.[OH-].[Li+], predict the reaction product. The product is: [C:20]([O:19][C:17]([N:15]1[CH2:14][CH2:13][CH2:12][N:11]2[C:7]([C:1]3[CH:6]=[CH:5][CH:4]=[CH:3][CH:2]=3)=[N:8][C:9]([C:24]([OH:26])=[O:25])=[C:10]2[CH2:16]1)=[O:18])([CH3:23])([CH3:21])[CH3:22]. (3) The product is: [I:1][C:2]1[CH:7]=[CH:6][N:5]=[C:4]2[N:8]([CH:12]([CH2:18][CH:19]3[CH2:20][CH2:21][O:22][CH2:23][CH2:24]3)[C:13]([O:15][CH2:16][CH3:17])=[O:14])[N:9]=[CH:10][C:3]=12. Given the reactants [I:1][C:2]1[CH:7]=[CH:6][N:5]=[C:4]2[NH:8][N:9]=[CH:10][C:3]=12.Br[CH:12]([CH2:18][CH:19]1[CH2:24][CH2:23][O:22][CH2:21][CH2:20]1)[C:13]([O:15][CH2:16][CH3:17])=[O:14].O1CCC(C=CC(OCC)=O)CC1.C(=O)([O-])[O-].[K+].[K+].C(O)(=O)CC(CC(O)=O)(C(O)=O)O, predict the reaction product. (4) Given the reactants [Cl:1][C:2]1[N:7]=[CH:6][C:5]([CH2:8][N:9]2[CH2:13][CH2:12][NH:11][C:10]2=[CH:14][C:15](=[O:20])[C:16]([F:19])([F:18])[F:17])=[CH:4][CH:3]=1.N1C=CC=CC=1.[F:27][C:28]([F:39])([F:38])[C:29](O[C:29](=[O:30])[C:28]([F:39])([F:38])[F:27])=[O:30], predict the reaction product. The product is: [Cl:1][C:2]1[N:7]=[CH:6][C:5]([CH2:8][N:9]2[CH2:13][CH2:12][NH:11][C:10]2=[C:14]([C:29](=[O:30])[C:28]([F:39])([F:38])[F:27])[C:15](=[O:20])[C:16]([F:19])([F:18])[F:17])=[CH:4][CH:3]=1.